From a dataset of Forward reaction prediction with 1.9M reactions from USPTO patents (1976-2016). Predict the product of the given reaction. (1) Given the reactants F[C:2]1[CH:3]=[CH:4][C:5]([N+:9]([O-:11])=[O:10])=[C:6]([CH3:8])[CH:7]=1.[CH3:12][NH:13][CH2:14][CH2:15][OH:16].C(N(CC)CC)C, predict the reaction product. The product is: [CH3:8][C:6]1[CH:7]=[C:2]([N:13]([CH2:14][CH2:15][OH:16])[CH3:12])[CH:3]=[CH:4][C:5]=1[N+:9]([O-:11])=[O:10]. (2) The product is: [CH3:11][O:10][C:9]1[CH:8]=[CH:7][C:4]([CH:5]=[O:6])=[CH:3][C:2]=1[C:17]1[CH:18]=[CH:19][C:14]([O:13][CH3:12])=[CH:15][CH:16]=1. Given the reactants Br[C:2]1[CH:3]=[C:4]([CH:7]=[CH:8][C:9]=1[O:10][CH3:11])[CH:5]=[O:6].[CH3:12][O:13][C:14]1[CH:19]=[CH:18][C:17](B(O)O)=[CH:16][CH:15]=1.[Cl-].[Li+].C(=O)([O-])[O-].[Na+].[Na+], predict the reaction product. (3) Given the reactants [CH2:1]([N:8]1[CH2:13][CH2:12][N:11]2[CH:14]=[C:15]([CH:17]=[O:18])[N:16]=[C:10]2[CH2:9]1)[C:2]1[CH:7]=[CH:6][CH:5]=[CH:4][CH:3]=1.[Mg+2].[Br-].[Br-].[N+:22]([C:25]1[CH:43]=[CH:42][C:28]([CH2:29][O:30][C:31]([C:33]2[N:34]3[C@H:37]([S:38][CH:39]=2)[C@@H:36]([Br:40])[C:35]3=[O:41])=[O:32])=[CH:27][CH:26]=1)([O-:24])=[O:23].[C:44](OC(=O)C)(=[O:46])[CH3:45], predict the reaction product. The product is: [N+:22]([C:25]1[CH:43]=[CH:42][C:28]([CH2:29][O:30][C:31]([C:33]2[N:34]3[C@H:37]([S:38][CH:39]=2)[C:36]([CH:17]([O:18][C:44](=[O:46])[CH3:45])[C:15]2[N:16]=[C:10]4[CH2:9][N:8]([CH2:1][C:2]5[CH:7]=[CH:6][CH:5]=[CH:4][CH:3]=5)[CH2:13][CH2:12][N:11]4[CH:14]=2)([Br:40])[C:35]3=[O:41])=[O:32])=[CH:27][CH:26]=1)([O-:24])=[O:23]. (4) Given the reactants [OH:1][NH:2][C:3](=[O:17])[C@@H:4]([NH:9]C(=O)OC(C)(C)C)[CH2:5][CH2:6][S:7][CH3:8].[ClH:18].O1CCOCC1, predict the reaction product. The product is: [ClH:18].[NH2:9][C@@H:4]([CH2:5][CH2:6][S:7][CH3:8])[C:3]([NH:2][OH:1])=[O:17].[ClH:18].[OH:1][NH:2][C:3]([CH:4]([NH2:9])[CH2:5][CH2:6][S:7][CH3:8])=[O:17]. (5) Given the reactants [C:1]([O:5][CH3:6])(=[O:4])[CH2:2][OH:3].[H-].[Na+].[Cl:9][C:10]1[C:11]([N:16]2[CH2:25][CH2:24][C:23]3[C:22]([NH:26][C:27]4[CH:32]=[CH:31][C:30]([C:33]([F:36])([F:35])[F:34])=[CH:29][CH:28]=4)=[N:21][C:20](S(C)(=O)=O)=[N:19][C:18]=3[CH2:17]2)=[N:12][CH:13]=[CH:14][CH:15]=1, predict the reaction product. The product is: [F:36][C:33]([F:34])([F:35])[C:30]1[CH:31]=[CH:32][C:27]([NH:26][C:22]2[C:23]3[CH2:24][CH2:25][N:16]([C:11]4[C:10]([Cl:9])=[CH:15][CH:14]=[CH:13][N:12]=4)[CH2:17][C:18]=3[N:19]=[C:20]([O:3][CH2:2][C:1]([O:5][CH3:6])=[O:4])[N:21]=2)=[CH:28][CH:29]=1. (6) Given the reactants [Br:1][C:2]1[CH:3]=[C:4]([C:12]([CH3:15])([CH3:14])[CH3:13])[C:5]([OH:11])=[C:6]([CH:10]=1)[C:7]([OH:9])=O.[Cl:16][C:17]1[CH:23]=[C:22]([S:24]([C:27]([F:30])([F:29])[F:28])(=[O:26])=[O:25])[CH:21]=[CH:20][C:18]=1[NH2:19], predict the reaction product. The product is: [Br:1][C:2]1[CH:3]=[C:4]([C:12]([CH3:15])([CH3:14])[CH3:13])[C:5]([OH:11])=[C:6]([CH:10]=1)[C:7]([NH:19][C:18]1[CH:20]=[CH:21][C:22]([S:24]([C:27]([F:30])([F:28])[F:29])(=[O:26])=[O:25])=[CH:23][C:17]=1[Cl:16])=[O:9]. (7) Given the reactants [NH2:1][C:2]1[N:7]=[CH:6][C:5]([C:8]([NH:10][C:11]2[N:20]3[CH2:21][CH2:22][N:23]=[C:19]3[C:18]3[CH:17]=[CH:16][C:15]([O:24][CH2:25][C@@:26]([OH:37])([CH3:36])[CH2:27][N:28]4[CH2:33][C@H:32]([CH3:34])[O:31][C@H:30]([CH3:35])[CH2:29]4)=[C:14]([OH:38])[C:13]=3[N:12]=2)=[O:9])=[CH:4][N:3]=1.C([O-])([O-])=O.[Cs+].[Cs+].[F:45][C:46]1[CH:51]=[CH:50][C:49]([CH2:52][CH2:53]Br)=[CH:48][CH:47]=1, predict the reaction product. The product is: [NH2:1][C:2]1[N:3]=[CH:4][C:5]([C:8]([NH:10][C:11]2[N:20]3[CH2:21][CH2:22][N:23]=[C:19]3[C:18]3[CH:17]=[CH:16][C:15]([O:24][CH2:25][C@@:26]([OH:37])([CH3:36])[CH2:27][N:28]4[CH2:33][C@H:32]([CH3:34])[O:31][C@H:30]([CH3:35])[CH2:29]4)=[C:14]([O:38][CH2:53][CH2:52][C:49]4[CH:50]=[CH:51][C:46]([F:45])=[CH:47][CH:48]=4)[C:13]=3[N:12]=2)=[O:9])=[CH:6][N:7]=1. (8) Given the reactants C([NH:5][C:6]1[C:15]([CH2:16][C@@H:17]([CH3:29])[C:18]([NH:20][C@H:21]2[CH2:26][CH2:25][O:24][C@@H:23]([C:27]#[CH:28])[CH2:22]2)=[O:19])=[CH:14][C:13]2[C:8](=[CH:9][CH:10]=[C:11]([C:30]3[CH:35]=[CH:34][CH:33]=[CH:32][C:31]=3[CH3:36])[CH:12]=2)[N:7]=1)(C)(C)C.C(O)(C(F)(F)F)=O, predict the reaction product. The product is: [NH2:5][C:6]1[C:15]([CH2:16][C@@H:17]([CH3:29])[C:18]([NH:20][C@H:21]2[CH2:26][CH2:25][O:24][C@@H:23]([C:27]#[CH:28])[CH2:22]2)=[O:19])=[CH:14][C:13]2[C:8](=[CH:9][CH:10]=[C:11]([C:30]3[CH:35]=[CH:34][CH:33]=[CH:32][C:31]=3[CH3:36])[CH:12]=2)[N:7]=1. (9) Given the reactants [H-].[Na+].[CH:3]1([SH:9])[CH2:8][CH2:7][CH2:6][CH2:5][CH2:4]1.Cl[C:11]1[N:18]=[C:17]([C:19]([F:22])([F:21])[F:20])[CH:16]=[CH:15][C:12]=1[C:13]#[N:14], predict the reaction product. The product is: [CH:3]1([S:9][C:11]2[N:18]=[C:17]([C:19]([F:22])([F:20])[F:21])[CH:16]=[CH:15][C:12]=2[C:13]#[N:14])[CH2:8][CH2:7][CH2:6][CH2:5][CH2:4]1.